Dataset: Reaction yield outcomes from USPTO patents with 853,638 reactions. Task: Predict the reaction yield, written as a fraction of the theoretical maximum amount of product (1.0 means a 100% yield; for example, 0.34 means a 34% yield). (1) The reactants are [Br:1][C:2]1[CH:7]=[CH:6][C:5]([OH:8])=[CH:4][N:3]=1.[H-].[Na+].[CH2:11](Br)[C:12]1[CH:17]=[CH:16][CH:15]=[CH:14][CH:13]=1.O. The catalyst is CN(C=O)C. The product is [CH2:11]([O:8][C:5]1[CH:6]=[CH:7][C:2]([Br:1])=[N:3][CH:4]=1)[C:12]1[CH:17]=[CH:16][CH:15]=[CH:14][CH:13]=1. The yield is 0.800. (2) The reactants are [NH2:1][C:2]1[N:7]=[CH:6][C:5]([CH:8]2[CH2:13][CH2:12][N:11]([C:14]([O:16][C:17]([CH3:20])([CH3:19])[CH3:18])=[O:15])[CH2:10][CH2:9]2)=[CH:4][CH:3]=1.Br[C:22]1[C:23](=[O:30])[N:24]([CH3:29])[CH:25]=[C:26]([Br:28])[CH:27]=1.C(=O)([O-])[O-].[Cs+].[Cs+].CC1(C)C2C(=C(P(C3C=CC=CC=3)C3C=CC=CC=3)C=CC=2)OC2C(P(C3C=CC=CC=3)C3C=CC=CC=3)=CC=CC1=2. The yield is 0.610. The product is [Br:28][C:26]1[CH:27]=[C:22]([NH:1][C:2]2[N:7]=[CH:6][C:5]([C:8]3[CH2:13][CH2:12][N:11]([C:14]([O:16][C:17]([CH3:20])([CH3:19])[CH3:18])=[O:15])[CH2:10][CH:9]=3)=[CH:4][CH:3]=2)[C:23](=[O:30])[N:24]([CH3:29])[CH:25]=1. The catalyst is C1C=CC(/C=C/C(/C=C/C2C=CC=CC=2)=O)=CC=1.C1C=CC(/C=C/C(/C=C/C2C=CC=CC=2)=O)=CC=1.C1C=CC(/C=C/C(/C=C/C2C=CC=CC=2)=O)=CC=1.[Pd].[Pd].O1CCOCC1. (3) The reactants are [CH:1]1([C:7]2[C:15]3[C:10](=[CH:11][C:12]([C:16]([O:18][CH3:19])=[O:17])=[CH:13][CH:14]=3)[NH:9][CH:8]=2)[CH2:6][CH2:5][CH2:4][CH2:3][CH2:2]1.[H-].[Na+].Br[CH2:23][CH2:24][CH2:25][CH2:26][C:27]([O:29][CH3:30])=[O:28]. The catalyst is CN(C=O)C. The product is [CH:1]1([C:7]2[C:15]3[C:10](=[CH:11][C:12]([C:16]([O:18][CH3:19])=[O:17])=[CH:13][CH:14]=3)[N:9]([CH2:23][CH2:24][CH2:25][CH2:26][C:27]([O:29][CH3:30])=[O:28])[CH:8]=2)[CH2:2][CH2:3][CH2:4][CH2:5][CH2:6]1. The yield is 0.570. (4) The reactants are [N+:1]([C:4]1[CH:15]=[CH:14][C:7]2[NH:8][C:9](=[O:13])[CH2:10][CH2:11][CH2:12][C:6]=2[CH:5]=1)([O-:3])=[O:2].Br[CH2:17][C:18]([O:20][CH3:21])=[O:19].[H-].[Na+]. The catalyst is CN(C=O)C. The product is [CH3:21][O:20][C:18](=[O:19])[CH2:17][N:8]1[C:9](=[O:13])[CH2:10][CH2:11][CH2:12][C:6]2[CH:5]=[C:4]([N+:1]([O-:3])=[O:2])[CH:15]=[CH:14][C:7]1=2. The yield is 0.900. (5) The reactants are Cl[C:2]1[N:7]=[C:6]([NH:8][C:9]2[CH:14]=[CH:13][CH:12]=[CH:11][C:10]=2[S:15]([CH:18]([CH3:20])[CH3:19])(=[O:17])=[O:16])[C:5]([Cl:21])=[CH:4][N:3]=1.C(N(C(C)C)CC)(C)C.[N+:31]([C:34]1[CH:35]=[C:36]([CH2:40][NH2:41])[CH:37]=[CH:38][CH:39]=1)([O-:33])=[O:32]. The catalyst is O1CCOCC1. The product is [Cl:21][C:5]1[C:6]([NH:8][C:9]2[CH:14]=[CH:13][CH:12]=[CH:11][C:10]=2[S:15]([CH:18]([CH3:20])[CH3:19])(=[O:17])=[O:16])=[N:7][C:2]([NH:41][CH2:40][C:36]2[CH:37]=[CH:38][CH:39]=[C:34]([N+:31]([O-:33])=[O:32])[CH:35]=2)=[N:3][CH:4]=1. The yield is 0.501. (6) The reactants are [Cl:1][C:2]1[CH:3]=[N:4][CH:5]=[C:6]([Cl:17])[C:7]=1[C:8]1[C:12]([C:13]([OH:15])=O)=[C:11]([CH3:16])[O:10][N:9]=1.[CH2:18]([O:25][C:26](=[O:36])[NH:27][CH2:28][CH:29]1[CH2:34][CH2:33][CH2:32][CH:31]([NH2:35])[CH2:30]1)[C:19]1[CH:24]=[CH:23][CH:22]=[CH:21][CH:20]=1.Cl.CN(C)CCCN=C=NCC.ON1C2N=CC=CC=2N=N1.C(N(CC)C(C)C)(C)C. The catalyst is CN(C)C=O. The product is [CH2:18]([O:25][C:26](=[O:36])[NH:27][CH2:28][CH:29]1[CH2:34][CH2:33][CH2:32][CH:31]([NH:35][C:13]([C:12]2[C:8]([C:7]3[C:6]([Cl:17])=[CH:5][N:4]=[CH:3][C:2]=3[Cl:1])=[N:9][O:10][C:11]=2[CH3:16])=[O:15])[CH2:30]1)[C:19]1[CH:20]=[CH:21][CH:22]=[CH:23][CH:24]=1. The yield is 0.820.